From a dataset of Catalyst prediction with 721,799 reactions and 888 catalyst types from USPTO. Predict which catalyst facilitates the given reaction. (1) Reactant: [F:1][C:2]([F:14])([F:13])[C:3]1[NH:12][C:6]2=[N:7][CH:8]=[C:9]([NH2:11])[CH:10]=[C:5]2[CH:4]=1.[Cl:15][C:16]1[C:21]([C:22](O)=[O:23])=[C:20]([F:25])[C:19]([NH:26][S:27]([CH2:30][CH2:31][CH3:32])(=[O:29])=[O:28])=[CH:18][CH:17]=1.CCN=C=NCCCN(C)C.C1C=CC2N(O)N=NC=2C=1. Product: [Cl:15][C:16]1[C:21]([C:22]([NH:11][C:9]2[CH:10]=[C:5]3[CH:4]=[C:3]([C:2]([F:1])([F:13])[F:14])[NH:12][C:6]3=[N:7][CH:8]=2)=[O:23])=[C:20]([F:25])[C:19]([NH:26][S:27]([CH2:30][CH2:31][CH3:32])(=[O:29])=[O:28])=[CH:18][CH:17]=1. The catalyst class is: 3. (2) Product: [CH3:31][NH:30][CH2:29][C:28]([NH:27][CH2:26][CH2:25][NH:24][C:1](=[O:23])[CH2:2][CH2:3]/[CH:4]=[CH:5]\[CH2:6]/[CH:7]=[CH:8]\[CH2:9]/[CH:10]=[CH:11]\[CH2:12]/[CH:13]=[CH:14]\[CH2:15]/[CH:16]=[CH:17]\[CH2:18]/[CH:19]=[CH:20]\[CH2:21][CH3:22])=[O:39]. Reactant: [C:1]([NH:24][CH2:25][CH2:26][NH:27][C:28](=[O:39])[CH2:29][N:30](C)[C:31](=O)OC(C)(C)C)(=[O:23])[CH2:2][CH2:3]/[CH:4]=[CH:5]\[CH2:6]/[CH:7]=[CH:8]\[CH2:9]/[CH:10]=[CH:11]\[CH2:12]/[CH:13]=[CH:14]\[CH2:15]/[CH:16]=[CH:17]\[CH2:18]/[CH:19]=[CH:20]\[CH2:21][CH3:22].Cl.C([O-])([O-])=O.[Na+].[Na+]. The catalyst class is: 25. (3) Reactant: [F:1][C:2]([F:15])([O:6][C:7]1[CH:8]=[C:9]([CH:12]=[CH:13][CH:14]=1)[CH:10]=[O:11])[CH:3]([F:5])[F:4].[C-:16]#[N:17].[K+].OS([O-])=O.[Na+]. Product: [OH:11][CH:10]([C:9]1[CH:12]=[CH:13][CH:14]=[C:7]([O:6][C:2]([F:15])([F:1])[CH:3]([F:4])[F:5])[CH:8]=1)[C:16]#[N:17]. The catalyst class is: 84. (4) Reactant: [N:1]1[C:9]2[CH:8]=[CH:7][N:6]=[CH:5][C:4]=2[NH:3][C:2]=1[C:10]1[C:18]2[N:17]3[CH:19]=[CH:20][CH:21]=[C:16]3[C:15](=[N:22]O)[C:14]=2[CH:13]=[CH:12][CH:11]=1.C(O)C.O. Product: [N:1]1[C:9]2[CH:8]=[CH:7][N:6]=[CH:5][C:4]=2[NH:3][C:2]=1[C:10]1[C:18]2[N:17]3[CH:19]=[CH:20][CH:21]=[C:16]3[CH:15]([NH2:22])[C:14]=2[CH:13]=[CH:12][CH:11]=1. The catalyst class is: 183. (5) Reactant: COC1C=C(OC)C=CC=1C[N:6]1[C:14]2[C:9](=[N:10][C:11]([C:15]3[N:19]4[CH:20]=[C:21]([C:24]#[N:25])[CH:22]=[CH:23][C:18]4=[N:17][CH:16]=3)=[N:12][CH:13]=2)[N:8]([CH:26]2[CH2:31][CH2:30][O:29][CH2:28][CH2:27]2)[C:7]1=[O:32].C1(SC)C=CC=CC=1.O.C(=O)([O-])[OH:49].[Na+]. Product: [O:32]=[C:7]1[NH:6][C:14]2[C:9](=[N:10][C:11]([C:15]3[N:19]4[CH:20]=[C:21]([C:24]([NH2:25])=[O:49])[CH:22]=[CH:23][C:18]4=[N:17][CH:16]=3)=[N:12][CH:13]=2)[N:8]1[CH:26]1[CH2:31][CH2:30][O:29][CH2:28][CH2:27]1. The catalyst class is: 55. (6) Reactant: [NH2:1][C:2]1[C:7]([CH2:8][P+](C2C=CC=CC=2)(C2C=CC=CC=2)C2C=CC=CC=2)=[CH:6][C:5]([C:28]#[N:29])=[C:4]=[C:3]=1.[Br-].[F:31][C:32]([F:38])([F:37])[CH2:33][C:34](O)=O.CCN(C(C)C)C(C)C. Product: [F:31][C:32]([F:38])([F:37])[CH2:33][C:34]1[NH:1][C:2]2[C:7]([CH:8]=1)=[CH:6][C:5]([C:28]#[N:29])=[CH:4][CH:3]=2. The catalyst class is: 1. (7) Reactant: ClC1C=CC2SC=C(CN3C4C(=CC=CC=4)C(CC#N)=C3)C=2C=1.C[Si]([N-][Si](C)(C)C)(C)C.[Na+].IC.[Cl:36][C:37]1[CH:59]=[CH:58][C:40]2[S:41][CH:42]=[C:43]([CH2:44][N:45]3[C:53]4[C:48](=[CH:49][CH:50]=[CH:51][CH:52]=4)[C:47]([CH:54]([CH3:57])[C:55]#[N:56])=[CH:46]3)[C:39]=2[CH:38]=1.[Si]([N:64]=[N+:65]=[N-:66])(C)(C)C.CCCC[N+](CCCC)(CCCC)CCCC.[F-]. The catalyst class is: 49. Product: [NH:64]1[C:55]([CH:54]([C:47]2[C:48]3[C:53](=[CH:52][CH:51]=[CH:50][CH:49]=3)[N:45]([CH2:44][C:43]3[C:39]4[CH:38]=[C:37]([Cl:36])[CH:59]=[CH:58][C:40]=4[S:41][CH:42]=3)[CH:46]=2)[CH3:57])=[N:56][N:66]=[N:65]1.